This data is from Reaction yield outcomes from USPTO patents with 853,638 reactions. The task is: Predict the reaction yield, written as a fraction of the theoretical maximum amount of product (1.0 means a 100% yield; for example, 0.34 means a 34% yield). (1) The reactants are [OH:1][C:2]1[CH:3]=[C:4]([CH:8]=[C:9]([OH:11])[CH:10]=1)[C:5]([OH:7])=[O:6].[OH-].[Na+].[CH3:14][C:15](OC(C)=O)=[O:16].OS(O)(=O)=O. The catalyst is O. The product is [C:15]([O:1][C:2]1[CH:3]=[C:4]([CH:8]=[C:9]([OH:11])[CH:10]=1)[C:5]([OH:7])=[O:6])(=[O:16])[CH3:14]. The yield is 0.600. (2) The reactants are C[Al](C)C.[CH:5]1([NH2:8])[CH2:7][CH2:6]1.C[O:10][C:11](=O)[C:12]1[CH:17]=[CH:16][C:15]([NH:18][CH2:19][C:20]2[C:21]([C:26]3[CH:31]=[CH:30][C:29]([F:32])=[CH:28][CH:27]=3)=[N:22][O:23][C:24]=2[CH3:25])=[N:14][CH:13]=1.C(C(C(C([O-])=O)O)O)([O-])=O.[K+].[Na+]. The catalyst is O1CCOCC1. The product is [CH:5]1([NH:8][C:11](=[O:10])[C:12]2[CH:17]=[CH:16][C:15]([NH:18][CH2:19][C:20]3[C:21]([C:26]4[CH:27]=[CH:28][C:29]([F:32])=[CH:30][CH:31]=4)=[N:22][O:23][C:24]=3[CH3:25])=[N:14][CH:13]=2)[CH2:7][CH2:6]1. The yield is 0.600. (3) The reactants are [N:1]1([CH2:7][C:8]2[S:9][C:10]([NH2:13])=[CH:11][N:12]=2)[CH2:6][CH2:5][O:4][CH2:3][CH2:2]1.C(O[CH:17]=[C:18]([C:24]([O:26][CH2:27][CH3:28])=[O:25])[C:19]([O:21][CH2:22][CH3:23])=[O:20])C. The catalyst is N1C=CC=CC=1.O. The product is [N:1]1([CH2:7][C:8]2[S:9][C:10]([NH:13][CH:17]=[C:18]([C:19]([O:21][CH2:22][CH3:23])=[O:20])[C:24]([O:26][CH2:27][CH3:28])=[O:25])=[CH:11][N:12]=2)[CH2:6][CH2:5][O:4][CH2:3][CH2:2]1. The yield is 0.860.